From a dataset of Merck oncology drug combination screen with 23,052 pairs across 39 cell lines. Regression. Given two drug SMILES strings and cell line genomic features, predict the synergy score measuring deviation from expected non-interaction effect. (1) Cell line: LOVO. Drug 1: CCC1(O)CC2CN(CCc3c([nH]c4ccccc34)C(C(=O)OC)(c3cc4c(cc3OC)N(C)C3C(O)(C(=O)OC)C(OC(C)=O)C5(CC)C=CCN6CCC43C65)C2)C1. Synergy scores: synergy=32.7. Drug 2: COC1CC2CCC(C)C(O)(O2)C(=O)C(=O)N2CCCCC2C(=O)OC(C(C)CC2CCC(OP(C)(C)=O)C(OC)C2)CC(=O)C(C)C=C(C)C(O)C(OC)C(=O)C(C)CC(C)C=CC=CC=C1C. (2) Drug 1: O=c1[nH]cc(F)c(=O)[nH]1. Drug 2: Cc1nc(Nc2ncc(C(=O)Nc3c(C)cccc3Cl)s2)cc(N2CCN(CCO)CC2)n1. Cell line: UACC62. Synergy scores: synergy=12.1. (3) Drug 1: O=c1[nH]cc(F)c(=O)[nH]1. Drug 2: CS(=O)(=O)CCNCc1ccc(-c2ccc3ncnc(Nc4ccc(OCc5cccc(F)c5)c(Cl)c4)c3c2)o1. Cell line: MDAMB436. Synergy scores: synergy=3.64. (4) Drug 1: CC(=O)OC1C(=O)C2(C)C(O)CC3OCC3(OC(C)=O)C2C(OC(=O)c2ccccc2)C2(O)CC(OC(=O)C(O)C(NC(=O)c3ccccc3)c3ccccc3)C(C)=C1C2(C)C. Drug 2: C=CCn1c(=O)c2cnc(Nc3ccc(N4CCN(C)CC4)cc3)nc2n1-c1cccc(C(C)(C)O)n1. Cell line: UACC62. Synergy scores: synergy=11.0. (5) Drug 2: CCN(CC)CCNC(=O)c1c(C)[nH]c(C=C2C(=O)Nc3ccc(F)cc32)c1C. Cell line: NCIH2122. Drug 1: Nc1ccn(C2OC(CO)C(O)C2(F)F)c(=O)n1. Synergy scores: synergy=1.58. (6) Drug 1: NC(=O)c1cccc2cn(-c3ccc(C4CCCNC4)cc3)nc12. Drug 2: NC1CCCCC1N.O=C(O)C(=O)O.[Pt+2]. Cell line: A427. Synergy scores: synergy=-12.1. (7) Drug 1: NC(=O)c1cccc2cn(-c3ccc(C4CCCNC4)cc3)nc12. Synergy scores: synergy=10.9. Cell line: NCIH460. Drug 2: Cc1nc(Nc2ncc(C(=O)Nc3c(C)cccc3Cl)s2)cc(N2CCN(CCO)CC2)n1. (8) Drug 1: CCC1(O)CC2CN(CCc3c([nH]c4ccccc34)C(C(=O)OC)(c3cc4c(cc3OC)N(C)C3C(O)(C(=O)OC)C(OC(C)=O)C5(CC)C=CCN6CCC43C65)C2)C1. Drug 2: O=C(O)C1(Cc2cccc(Nc3nccs3)n2)CCC(Oc2cccc(Cl)c2F)CC1. Cell line: KPL1. Synergy scores: synergy=14.0.